From a dataset of Full USPTO retrosynthesis dataset with 1.9M reactions from patents (1976-2016). Predict the reactants needed to synthesize the given product. Given the product [NH2:9][C:3]1[N:4]=[CH:5][N:6]=[C:7]([NH:10][CH2:11][CH:12]2[CH2:13][CH2:14][N:15]([C:18](=[O:20])[CH:45]=[CH2:46])[CH2:16][CH2:17]2)[C:2]=1[C:35]1[CH:36]=[CH:37][C:32]([O:25][C:26]2[CH:31]=[CH:30][CH:29]=[CH:28][CH:27]=2)=[CH:33][C:34]=1[C:41]([F:44])([F:43])[F:42], predict the reactants needed to synthesize it. The reactants are: Cl[C:2]1[C:3]([NH2:9])=[N:4][CH:5]=[N:6][C:7]=1Cl.[NH2:10][CH2:11][CH:12]1[CH2:17][CH2:16][N:15]([C:18]([O:20]C(C)(C)C)=O)[CH2:14][CH2:13]1.[O:25]([C:32]1[CH:37]=[CH:36][C:35](B(O)O)=[C:34]([C:41]([F:44])([F:43])[F:42])[CH:33]=1)[C:26]1[CH:31]=[CH:30][CH:29]=[CH:28][CH:27]=1.[C:45](Cl)(=O)[CH:46]=C.